Dataset: Reaction yield outcomes from USPTO patents with 853,638 reactions. Task: Predict the reaction yield, written as a fraction of the theoretical maximum amount of product (1.0 means a 100% yield; for example, 0.34 means a 34% yield). (1) The reactants are [F:1][C:2]1[CH:3]=[C:4]([NH:9][C:10]2[C:18]3[C:17]4[CH2:19][NH:20][CH2:21][CH2:22][C:16]=4[NH:15][C:14]=3[N:13]=[CH:12][CH:11]=2)[CH:5]=[CH:6][C:7]=1[CH3:8].[C:23](OC(=O)C)(=[O:25])[CH3:24].C(N(CC)CC)C. The catalyst is ClCCCl. The product is [F:1][C:2]1[CH:3]=[C:4]([NH:9][C:10]2[C:18]3[C:17]4[CH2:19][N:20]([C:23](=[O:25])[CH3:24])[CH2:21][CH2:22][C:16]=4[NH:15][C:14]=3[N:13]=[CH:12][CH:11]=2)[CH:5]=[CH:6][C:7]=1[CH3:8]. The yield is 0.140. (2) The reactants are [C:1]1([C:7]2[NH:8][C:9]([C:18]3[CH:23]=[CH:22][N:21]=[C:20](N)[CH:19]=3)=[C:10]([C:12]3[CH:17]=[CH:16][N:15]=[CH:14][CH:13]=3)[N:11]=2)[CH:6]=[CH:5][CH:4]=[CH:3][CH:2]=1.N([O-])=[O:26].[Na+].C([O-])(O)=O.[Na+]. The catalyst is O. The product is [C:1]1([C:7]2[NH:8][C:9]([C:18]3[CH:23]=[CH:22][NH:21][C:20](=[O:26])[CH:19]=3)=[C:10]([C:12]3[CH:17]=[CH:16][N:15]=[CH:14][CH:13]=3)[N:11]=2)[CH:6]=[CH:5][CH:4]=[CH:3][CH:2]=1. The yield is 0.310. (3) The reactants are CO.[O:3]=[C:4]([N:18]1[CH2:23][CH2:22][N:21]2[C:24]([C:27]([F:30])([F:29])[F:28])=[N:25][N:26]=[C:20]2[CH2:19]1)[CH2:5][CH:6]([NH2:17])[CH2:7][C:8]1[CH:13]=[C:12]([F:14])[C:11]([F:15])=[CH:10][C:9]=1[F:16].[C:31]1([CH3:54])[CH:36]=[CH:35][C:34]([C@@:37]([C:51]([OH:53])=[O:52])([OH:50])[C@@:38]([C:43]2[CH:48]=[CH:47][C:46]([CH3:49])=[CH:45][CH:44]=2)([OH:42])[C:39]([OH:41])=[O:40])=[CH:33][CH:32]=1. The catalyst is O. The product is [CH:13]1[C:8]([CH2:7][C@@H:6]([NH2:17])[CH2:5][C:4]([N:18]2[CH2:19][C:20]3=[N:26][N:25]=[C:24]([C:27]([F:30])([F:29])[F:28])[N:21]3[CH2:22][CH2:23]2)=[O:3])=[C:9]([F:16])[CH:10]=[C:11]([F:15])[C:12]=1[F:14].[C:31]1([CH3:54])[CH:36]=[CH:35][C:34]([C@@:37]([C:51]([O-:53])=[O:52])([OH:50])[C@@:38]([C:43]2[CH:48]=[CH:47][C:46]([CH3:49])=[CH:45][CH:44]=2)([OH:42])[C:39]([O-:41])=[O:40])=[CH:33][CH:32]=1. The yield is 0.663.